From a dataset of Aqueous solubility values for 9,982 compounds from the AqSolDB database. Regression/Classification. Given a drug SMILES string, predict its absorption, distribution, metabolism, or excretion properties. Task type varies by dataset: regression for continuous measurements (e.g., permeability, clearance, half-life) or binary classification for categorical outcomes (e.g., BBB penetration, CYP inhibition). For this dataset (solubility_aqsoldb), we predict Y. (1) The compound is CC1CCCC(OC2CCCC(C)O2)O1. The Y is -1.11 log mol/L. (2) The molecule is Cc1ccc(O)cc1C. The Y is -1.38 log mol/L. (3) The drug is O=C(Nc1ccccc1)C1=Cc2ccccc2/C(=N\Nc2cc(Cl)ccc2Cl)C1=O. The Y is -7.91 log mol/L. (4) The compound is O=S(=O)([O-])C(F)(F)C(F)(F)C(F)(F)C(F)(F)F.[K+]. The Y is -0.865 log mol/L.